From a dataset of Full USPTO retrosynthesis dataset with 1.9M reactions from patents (1976-2016). Predict the reactants needed to synthesize the given product. (1) Given the product [CH3:19][C:20]([CH3:25])([CH3:24])[CH2:21][CH2:22]/[N:23]=[CH:12]/[C:11]1[CH:14]=[CH:15][CH:16]=[C:17]([F:18])[C:10]=1[NH:9][CH2:8][CH2:7][N:4]1[CH2:5][CH2:6][O:1][CH2:2][CH2:3]1, predict the reactants needed to synthesize it. The reactants are: [O:1]1[CH2:6][CH2:5][N:4]([CH2:7][CH2:8][NH:9][C:10]2[C:17]([F:18])=[CH:16][CH:15]=[CH:14][C:11]=2[CH:12]=O)[CH2:3][CH2:2]1.[CH3:19][C:20]([CH3:25])([CH3:24])[CH2:21][CH2:22][NH2:23].[O-]S([O-])(=O)=O.[Mg+2]. (2) Given the product [N+:1]([C:4]1[CH:5]=[CH:6][C:7]2[S:11][CH:10]=[C:9]([CH2:14][Cl:13])[C:8]=2[CH:12]=1)([O-:3])=[O:2], predict the reactants needed to synthesize it. The reactants are: [N+:1]([C:4]1[CH:5]=[CH:6][C:7]2[S:11][CH:10]=[CH:9][C:8]=2[CH:12]=1)([O-:3])=[O:2].[ClH:13].[CH2:14]=O.S(=O)(=O)(O)O. (3) The reactants are: [NH2:1][CH2:2][CH:3]1[CH2:8][CH2:7][CH:6]([CH2:9][NH:10][C:11]2[N:19]=[CH:18][N:17]=[C:16]3[C:12]=2[N:13]=[C:14]([C:27]2[CH:32]=[CH:31][CH:30]=[CH:29][C:28]=2[Cl:33])[N:15]3[C:20]2[CH:25]=[CH:24][C:23]([Cl:26])=[CH:22][CH:21]=2)[CH2:5][CH2:4]1.[CH3:34][S:35](Cl)(=[O:37])=[O:36].C(N(CC)CC)C. Given the product [Cl:33][C:28]1[CH:29]=[CH:30][CH:31]=[CH:32][C:27]=1[C:14]1[N:15]([C:20]2[CH:21]=[CH:22][C:23]([Cl:26])=[CH:24][CH:25]=2)[C:16]2[C:12]([N:13]=1)=[C:11]([NH:10][CH2:9][CH:6]1[CH2:7][CH2:8][CH:3]([CH2:2][NH:1][S:35]([CH3:34])(=[O:37])=[O:36])[CH2:4][CH2:5]1)[N:19]=[CH:18][N:17]=2, predict the reactants needed to synthesize it. (4) Given the product [O:1]1[CH2:6][CH2:5][N:4]([C:7]2[C:8]3[N:9]([N:13]=[CH:14][C:15]=3[C:16]([OH:18])=[O:17])[CH:10]=[CH:11][CH:12]=2)[CH2:3][CH2:2]1, predict the reactants needed to synthesize it. The reactants are: [O:1]1[CH2:6][CH2:5][N:4]([C:7]2[C:8]3[N:9]([N:13]=[CH:14][C:15]=3[C:16]([O:18]C)=[O:17])[CH:10]=[CH:11][CH:12]=2)[CH2:3][CH2:2]1.[Li+].[OH-]. (5) Given the product [CH3:24][O:25][C:26]([C:28]1[N:29]=[C:30]([CH2:33][CH2:34][CH2:35][CH2:36][C:37](=[O:39])[CH3:38])[O:31][CH:32]=1)=[O:27], predict the reactants needed to synthesize it. The reactants are: N#N.C1N2CN3CN(C2)CN1C3.C1CCN2C(=NCCC2)CC1.[CH3:24][O:25][C:26]([CH:28]1[CH2:32][O:31][C:30]([CH2:33][CH2:34][CH2:35][CH2:36][C:37](=[O:39])[CH3:38])=[N:29]1)=[O:27].